This data is from Orexin1 receptor HTS with 218,158 compounds and 233 confirmed actives. The task is: Binary Classification. Given a drug SMILES string, predict its activity (active/inactive) in a high-throughput screening assay against a specified biological target. (1) The molecule is OC(=O)C(n1nccc1C)C. The result is 0 (inactive). (2) The compound is O(CCCOC(=O)CNC(=O)c1ccc(cc1)C)C(=O)CNC(=O)c1ccc(cc1)C. The result is 0 (inactive). (3) The drug is Clc1cc(NC(=O)C(N2CCN(CC2)C(=O)c2occc2)c2ccccc2)ccc1C. The result is 0 (inactive). (4) The compound is S(=O)(=O)(NC(=O)c1ccccc1)c1cc(C(C)C)c(cc1)C. The result is 0 (inactive). (5) The drug is S(=O)(=O)(N1C(CCC1)CNC(=O)C(=O)NCCCC)c1sccc1. The result is 0 (inactive).